This data is from Catalyst prediction with 721,799 reactions and 888 catalyst types from USPTO. The task is: Predict which catalyst facilitates the given reaction. (1) Reactant: [H-].[Na+].[OH:3][C:4]1[CH:9]=[CH:8][C:7]([C:10](=[O:18])[CH2:11][C:12]2[CH:17]=[CH:16][CH:15]=[CH:14][CH:13]=2)=[CH:6][CH:5]=1.Cl[Si:20]([CH:27]([CH3:29])[CH3:28])([CH:24]([CH3:26])[CH3:25])[CH:21]([CH3:23])[CH3:22].[Cl-].[NH4+]. Product: [C:12]1([CH2:11][C:10]([C:7]2[CH:6]=[CH:5][C:4]([O:3][Si:20]([CH:27]([CH3:29])[CH3:28])([CH:24]([CH3:26])[CH3:25])[CH:21]([CH3:23])[CH3:22])=[CH:9][CH:8]=2)=[O:18])[CH:13]=[CH:14][CH:15]=[CH:16][CH:17]=1. The catalyst class is: 476. (2) Reactant: C([O:3][C:4]([C:6]1[CH:7]2[N:33]([C:34]([O:36][C:37]([CH3:40])([CH3:39])[CH3:38])=[O:35])[CH:11]([CH2:12][C:13]=1[C:14]1[CH:19]=[CH:18][C:17]([O:20][CH2:21][CH2:22][O:23][C:24]3[C:29]([Cl:30])=[CH:28][C:27]([CH3:31])=[CH:26][C:25]=3[Cl:32])=[CH:16][CH:15]=1)[CH2:10][N:9]([C:41]([O:43][C:44]([CH3:47])([CH3:46])[CH3:45])=[O:42])[CH2:8]2)=[O:5])C.[OH-].[Na+]. Product: [C:44]([O:43][C:41]([N:9]1[CH2:8][CH:7]2[N:33]([C:34]([O:36][C:37]([CH3:40])([CH3:39])[CH3:38])=[O:35])[CH:11]([CH2:12][C:13]([C:14]3[CH:15]=[CH:16][C:17]([O:20][CH2:21][CH2:22][O:23][C:24]4[C:25]([Cl:32])=[CH:26][C:27]([CH3:31])=[CH:28][C:29]=4[Cl:30])=[CH:18][CH:19]=3)=[C:6]2[C:4]([OH:5])=[O:3])[CH2:10]1)=[O:42])([CH3:45])([CH3:46])[CH3:47]. The catalyst class is: 14. (3) Reactant: [CH3:1][C@:2]12[CH2:19][CH2:18][C@H:17]3[C@@H:7]([CH2:8][CH2:9][C@@H:10]4[C@:15]3([CH3:16])[CH2:14][CH:13]=[CH:12][CH2:11]4)[C@@H:6]1[CH2:5][CH2:4][C:3]2=[O:20].C1C=C(Cl)C=C(C(OO)=[O:29])C=1. Product: [O:29]1[C@H:12]2[CH2:11][CH:10]3[C@:15]([CH3:16])([CH2:14][C@@H:13]12)[C@@H:17]1[C@H:7]([C@H:6]2[C@@:2]([CH2:19][CH2:18]1)([CH3:1])[C:3](=[O:20])[CH2:4][CH2:5]2)[CH2:8][CH2:9]3. The catalyst class is: 4. (4) Reactant: O=[C:2]1[CH2:6][CH2:5][C@@H:4]([C:7]2[CH:12]=[CH:11][C:10]([CH2:13][C:14]([O:16][CH2:17][CH3:18])=[O:15])=[CH:9][CH:8]=2)[CH2:3]1.Cl.[F:20][C:21]1[CH:26]=[CH:25][C:24]([C@H:27]([NH2:29])[CH3:28])=[CH:23][C:22]=1[O:30][CH3:31].[BH-](OC(C)=O)(OC(C)=O)OC(C)=O.[Na+]. Product: [F:20][C:21]1[CH:26]=[CH:25][C:24]([C@H:27]([NH:29][C@H:2]2[CH2:6][CH2:5][C@@H:4]([C:7]3[CH:12]=[CH:11][C:10]([CH2:13][C:14]([O:16][CH2:17][CH3:18])=[O:15])=[CH:9][CH:8]=3)[CH2:3]2)[CH3:28])=[CH:23][C:22]=1[O:30][CH3:31]. The catalyst class is: 10. (5) Reactant: [F:1][C:2]1[CH:11]=[C:10]2[C:5]([CH:6]=[C:7]([NH:16][C:17]3[CH:21]=[C:20]([CH3:22])[N:19](S(C(F)(F)F)(=O)=O)[N:18]=3)[N:8]=[C:9]2[O:12][CH:13]([CH3:15])[CH3:14])=[CH:4][C:3]=1OS(C(F)(F)F)(=O)=O.[NH:38]1[CH2:42][CH2:41][CH2:40][C:39]1=[O:43].CC1(C)C2C(=C(P(C3C=CC=CC=3)C3C=CC=CC=3)C=CC=2)OC2C(P(C3C=CC=CC=3)C3C=CC=CC=3)=CC=CC1=2.[O-]P([O-])([O-])=O.[K+].[K+].[K+]. Product: [F:1][C:2]1[CH:11]=[C:10]2[C:5]([CH:6]=[C:7]([NH:16][C:17]3[CH:21]=[C:20]([CH3:22])[NH:19][N:18]=3)[N:8]=[C:9]2[O:12][CH:13]([CH3:15])[CH3:14])=[CH:4][C:3]=1[N:38]1[CH2:42][CH2:41][CH2:40][C:39]1=[O:43]. The catalyst class is: 102. (6) Reactant: O=C1C2C(=CC=CC=2)C(=O)[N:3]1[CH2:12][CH2:13][N:14]1[C:23]2[C:18](=[N:19][CH:20]=[C:21]([CH2:24][C:25]3[CH:30]=[CH:29][C:28]([F:31])=[CH:27][CH:26]=3)[CH:22]=2)[C:17]([OH:32])=[C:16]([C:33]([NH:35][CH2:36][CH2:37][O:38][CH2:39][CH3:40])=[O:34])[C:15]1=[O:41].NN.O. Product: [NH2:3][CH2:12][CH2:13][N:14]1[C:23]2[C:18](=[N:19][CH:20]=[C:21]([CH2:24][C:25]3[CH:26]=[CH:27][C:28]([F:31])=[CH:29][CH:30]=3)[CH:22]=2)[C:17]([OH:32])=[C:16]([C:33]([NH:35][CH2:36][CH2:37][O:38][CH2:39][CH3:40])=[O:34])[C:15]1=[O:41]. The catalyst class is: 14. (7) Reactant: [OH:1][C:2]1[C:3]([CH3:16])=[C:4](/[CH:10]=[CH:11]/[C:12]([O:14][CH3:15])=[O:13])[CH:5]=[CH:6][C:7]=1[O:8][CH3:9].[F:17][C:18]([F:31])([F:30])[S:19](O[S:19]([C:18]([F:31])([F:30])[F:17])(=[O:21])=[O:20])(=[O:21])=[O:20]. Product: [CH3:9][O:8][C:7]1[CH:6]=[CH:5][C:4](/[CH:10]=[CH:11]/[C:12]([O:14][CH3:15])=[O:13])=[C:3]([CH3:16])[C:2]=1[O:1][S:19]([C:18]([F:31])([F:30])[F:17])(=[O:21])=[O:20]. The catalyst class is: 300.